This data is from Forward reaction prediction with 1.9M reactions from USPTO patents (1976-2016). The task is: Predict the product of the given reaction. (1) Given the reactants [O:1]1[C:5]2([CH2:10][CH2:9][N:8]([S:11]([NH2:14])(=[O:13])=[O:12])[CH2:7][CH2:6]2)[O:4][CH2:3][CH2:2]1.C1(P(C2CCCCC2)C2C=CC=CC=2C2C(C(C)C)=CC(C(C)C)=CC=2C(C)C)CCCCC1.C(=O)([O-])[O-].[Cs+].[Cs+].Cl[C:56]1[CH:61]=[C:60]([O:62][CH3:63])[N:59]=[C:58]([S:64][CH2:65][C:66]2[CH:71]=[CH:70][CH:69]=[C:68]([F:72])[C:67]=2[F:73])[N:57]=1.[Cl-].[NH4+], predict the reaction product. The product is: [F:73][C:67]1[C:68]([F:72])=[CH:69][CH:70]=[CH:71][C:66]=1[CH2:65][S:64][C:58]1[N:57]=[C:56]([NH:14][S:11]([N:8]2[CH2:7][CH2:6][C:5]3([O:4][CH2:3][CH2:2][O:1]3)[CH2:10][CH2:9]2)(=[O:12])=[O:13])[CH:61]=[C:60]([O:62][CH3:63])[N:59]=1. (2) The product is: [CH2:44]1[O:17][P:14]([OH:16])(=[O:15])[O:42][C@H:41]2[C@@H:39]([OH:40])[C@H:38]([N:47]3[C:56]4[N:55]=[CH:54][N:53]=[C:51]([NH2:52])[C:50]=4[N:49]=[CH:48]3)[O:46][C@H:43]12. Given the reactants N1C(N)=C2C(=NC=N2)NC=1.C([P:14]([OH:17])([OH:16])=[O:15])(O)=O.CCCCOC1C=C(CC2NC(=O)NC2)C=CC=1OC.[C@@H:38]1([N:47]2[C:56]3[N:55]=[CH:54][N:53]=[C:51]([NH2:52])[C:50]=3[N:49]=[CH:48]2)[O:46][C@H:43]([CH2:44]O)[C@@H:41]([OH:42])[C@H:39]1[OH:40], predict the reaction product. (3) Given the reactants [C:1]([C:4]1[S:8][CH:7]=[C:6]([C:9]2[C:13]3[C:14](=[O:22])[NH:15][CH:16]=[C:17]([C:18](OC)=[O:19])[C:12]=3[N:11]([CH:23]3[CH2:27][CH2:26][CH2:25][CH2:24]3)[CH:10]=2)[CH:5]=1)(=[O:3])[NH2:2].C1COCC1.CO.[BH4-].[Li+], predict the reaction product. The product is: [CH:23]1([N:11]2[C:12]3[C:17]([CH2:18][OH:19])=[CH:16][NH:15][C:14](=[O:22])[C:13]=3[C:9]([C:6]3[CH:5]=[C:4]([C:1]([NH2:2])=[O:3])[S:8][CH:7]=3)=[CH:10]2)[CH2:24][CH2:25][CH2:26][CH2:27]1. (4) Given the reactants [CH2:1]([O:3][C:4]1[CH:9]=[CH:8][C:7]([N:10]2[CH2:15][CH2:14][CH:13]([C:16]3[CH:21]=[CH:20][C:19]([C@@H:22]([NH2:24])[CH3:23])=[CH:18][CH:17]=3)[CH2:12][CH2:11]2)=[CH:6][CH:5]=1)[CH3:2].C1N=C[N:27]([C:30](N2C=NC=C2)=[O:31])[CH:26]=1.CN, predict the reaction product. The product is: [CH2:1]([O:3][C:4]1[CH:5]=[CH:6][C:7]([N:10]2[CH2:11][CH2:12][CH:13]([C:16]3[CH:17]=[CH:18][C:19]([C@@H:22]([NH:24][C:30]([NH:27][CH3:26])=[O:31])[CH3:23])=[CH:20][CH:21]=3)[CH2:14][CH2:15]2)=[CH:8][CH:9]=1)[CH3:2].